This data is from Peptide-MHC class II binding affinity with 134,281 pairs from IEDB. The task is: Regression. Given a peptide amino acid sequence and an MHC pseudo amino acid sequence, predict their binding affinity value. This is MHC class II binding data. (1) The peptide sequence is PFPKEVWEQIFSTWL. The MHC is DRB5_0101 with pseudo-sequence DRB5_0101. The binding affinity (normalized) is 0.346. (2) The peptide sequence is YHLLCLERDLQRLIG. The MHC is DRB1_0405 with pseudo-sequence DRB1_0405. The binding affinity (normalized) is 0.0681. (3) The peptide sequence is QSKLSRNFTKGVKKI. The MHC is DRB1_0404 with pseudo-sequence DRB1_0404. The binding affinity (normalized) is 0.0417. (4) The binding affinity (normalized) is 0.366. The MHC is DRB1_0101 with pseudo-sequence DRB1_0101. The peptide sequence is FENDEHIILYLVNFDK. (5) The peptide sequence is GRIGRNPSQVGDEYCY. The MHC is DRB4_0101 with pseudo-sequence DRB4_0103. The binding affinity (normalized) is 0. (6) The peptide sequence is MAFQEMENFLGPIAV. The MHC is HLA-DQA10201-DQB10402 with pseudo-sequence HLA-DQA10201-DQB10402. The binding affinity (normalized) is 0.